Dataset: Forward reaction prediction with 1.9M reactions from USPTO patents (1976-2016). Task: Predict the product of the given reaction. (1) Given the reactants [CH3:1][N:2]1[C:6]([C:7]2[CH:8]=[N:9][NH:10][C:11]=2[NH2:12])=[CH:5][CH:4]=[N:3]1.[CH:13]([N:16]1[C:24]2[C:19](=[CH:20][C:21]([C:25](=O)[CH2:26][C:27](OCC)=[O:28])=[CH:22][CH:23]=2)[CH:18]=[N:17]1)([CH3:15])[CH3:14].CC1C=CC(S(O)(=O)=O)=CC=1, predict the reaction product. The product is: [CH:13]([N:16]1[C:24]2[C:19](=[CH:20][C:21]([C:25]3[NH:12][C:11]4[N:10]([N:9]=[CH:8][C:7]=4[C:6]4[N:2]([CH3:1])[N:3]=[CH:4][CH:5]=4)[C:27](=[O:28])[CH:26]=3)=[CH:22][CH:23]=2)[CH:18]=[N:17]1)([CH3:15])[CH3:14]. (2) The product is: [CH3:1][C@H:2]1[N:4]([C:17]([O:19][C:20]([CH3:23])([CH3:22])[CH3:21])=[O:16])[C@@H:3]1[C:5]([O:7][CH3:8])=[O:6]. Given the reactants [CH3:1][C@H:2]1[NH:4][C@@H:3]1[C:5]([O:7][CH3:8])=[O:6].CCN(CC)CC.[O:16](C(OC(C)(C)C)=O)[C:17]([O:19][C:20]([CH3:23])([CH3:22])[CH3:21])=O, predict the reaction product. (3) Given the reactants C(OC1C=CC(C[C@H](NC([C@@H](/C=C/CCCCCCC(F)(F)CCCCCCC)[C@@](O)(CCC)C(O)=O)=O)C(O)=O)=CC=1)C#CC.[C:47]([C@@H:50]([NH:63][C:64]([C@@H:66](/[CH:79]=[CH:80]/[CH2:81][CH2:82][CH2:83][CH2:84][CH2:85][CH2:86][C:87](=[O:95])[CH2:88][CH2:89][CH2:90][CH2:91][CH2:92][CH2:93][CH3:94])[C@@:67]([OH:78])([CH2:75][CH2:76][CH3:77])[C:68]([O:70]C(C)(C)C)=[O:69])=[O:65])[CH2:51][C:52]1[CH:57]=[CH:56][C:55]([O:58][CH2:59][CH2:60][CH2:61][F:62])=[CH:54][CH:53]=1)([OH:49])=[O:48], predict the reaction product. The product is: [C:47]([C@@H:50]([NH:63][C:64]([C@@H:66](/[CH:79]=[CH:80]/[CH2:81][CH2:82][CH2:83][CH2:84][CH2:85][CH2:86][C:87](=[O:95])[CH2:88][CH2:89][CH2:90][CH2:91][CH2:92][CH2:93][CH3:94])[C@@:67]([OH:78])([CH2:75][CH2:76][CH3:77])[C:68]([OH:70])=[O:69])=[O:65])[CH2:51][C:52]1[CH:57]=[CH:56][C:55]([O:58][CH2:59][CH2:60][CH2:61][F:62])=[CH:54][CH:53]=1)([OH:49])=[O:48]. (4) Given the reactants Cl[C:2]1[C:11]([CH3:12])=[C:10]([Cl:13])[C:9]2[C:4](=[CH:5][C:6]([F:15])=[CH:7][C:8]=2[F:14])[N:3]=1.[C:16]1([C:22](B2OC(C)(C)C(C)(C)O2)=[CH2:23])[CH:21]=[CH:20][CH:19]=[CH:18][CH:17]=1.C(=O)([O-])[O-].[K+].[K+].CN(C=O)C, predict the reaction product. The product is: [Cl:13][C:10]1[C:9]2[C:4](=[CH:5][C:6]([F:15])=[CH:7][C:8]=2[F:14])[N:3]=[C:2]([C:22]([C:16]2[CH:21]=[CH:20][CH:19]=[CH:18][CH:17]=2)=[CH2:23])[C:11]=1[CH3:12]. (5) Given the reactants Br[C:2]1[CH:3]=[N:4][C:5]([N:8]2[C:16]3[C:11](=[CH:12][CH:13]=[C:14]([C:17]([O:19][CH3:20])=[O:18])[CH:15]=3)[C:10]([S:21][CH3:22])=[CH:9]2)=[N:6][CH:7]=1.Cl[C:24]1[CH:29]=[C:28]([CH:30]2[CH2:32][CH2:31]2)[CH:27]=[CH:26][N:25]=1, predict the reaction product. The product is: [CH:30]1([C:28]2[CH:27]=[CH:26][N:25]=[C:24]([C:2]3[CH:3]=[N:4][C:5]([N:8]4[C:16]5[C:11](=[CH:12][CH:13]=[C:14]([C:17]([O:19][CH3:20])=[O:18])[CH:15]=5)[C:10]([S:21][CH3:22])=[CH:9]4)=[N:6][CH:7]=3)[CH:29]=2)[CH2:32][CH2:31]1. (6) Given the reactants [CH3:1]C(C)([O-])C.[K+].[NH:7]1[C:15]2[C:10](=[CH:11][CH:12]=[CH:13][CH:14]=2)[CH:9]=[CH:8]1.C(OC)(=O)C(OC)=O, predict the reaction product. The product is: [CH3:1][N:7]1[C:15]2[C:10](=[CH:11][CH:12]=[CH:13][CH:14]=2)[CH:9]=[CH:8]1.